This data is from Reaction yield outcomes from USPTO patents with 853,638 reactions. The task is: Predict the reaction yield, written as a fraction of the theoretical maximum amount of product (1.0 means a 100% yield; for example, 0.34 means a 34% yield). (1) The reactants are [ClH:1].Cl.[CH3:3][O:4][C:5]1[CH:10]=[CH:9][C:8]([NH:11][C:12]([N:14]2[CH2:19][CH2:18][NH:17][CH2:16][CH:15]2[CH2:20][O:21][C:22]2[CH:23]=[N:24][CH:25]=[CH:26][CH:27]=2)=[O:13])=[CH:7][CH:6]=1.[CH:28](O)=O.[OH-].[Na+]. The catalyst is C=O.O. The product is [ClH:1].[ClH:1].[CH3:3][O:4][C:5]1[CH:6]=[CH:7][C:8]([NH:11][C:12]([N:14]2[CH2:19][CH2:18][N:17]([CH3:28])[CH2:16][CH:15]2[CH2:20][O:21][C:22]2[CH:23]=[N:24][CH:25]=[CH:26][CH:27]=2)=[O:13])=[CH:9][CH:10]=1. The yield is 0.130. (2) The reactants are [O:1]1[CH2:6][CH2:5][CH:4]([NH:7][NH:8]C(OC(C)(C)C)=O)[CH2:3][CH2:2]1.FC(F)(F)C(O)=O.F[C:24]1[C:29]([C:30](=O)[CH2:31][CH3:32])=[CH:28][CH:27]=[C:26]([F:34])[N:25]=1. The catalyst is ClCCl. The product is [CH2:31]([C:30]1[C:29]2[C:24](=[N:25][C:26]([F:34])=[CH:27][CH:28]=2)[N:7]([CH:4]2[CH2:5][CH2:6][O:1][CH2:2][CH2:3]2)[N:8]=1)[CH3:32]. The yield is 0.839. (3) The reactants are Br[C:2]1[S:3][C:4]([NH:27]C(=O)OC(C)(C)C)=[C:5]([C:7](=[O:26])[NH:8][C:9]2[CH:10]=[N:11][N:12]([CH2:22][CH:23]([F:25])[F:24])[C:13]=2[N:14]2[CH2:20][CH2:19][CH2:18][CH:17]([OH:21])[CH2:16][CH2:15]2)[N:6]=1.[F:35][C:36]1[CH:41]=[CH:40][C:39]([CH3:42])=[CH:38][C:37]=1B(O)O. No catalyst specified. The product is [NH2:27][C:4]1[S:3][C:2]([C:37]2[CH:38]=[C:39]([CH3:42])[CH:40]=[CH:41][C:36]=2[F:35])=[N:6][C:5]=1[C:7]([NH:8][C:9]1[CH:10]=[N:11][N:12]([CH2:22][CH:23]([F:24])[F:25])[C:13]=1[N:14]1[CH2:20][CH2:19][CH2:18][CH:17]([OH:21])[CH2:16][CH2:15]1)=[O:26]. The yield is 0.500. (4) The reactants are [F:1][C:2]1[C:3]([O:45]C)=[C:4]([C:8]2[C:16]3[C:15]([NH:17][C@H:18]([C:20]4[N:25]([C:26]5[CH:31]=[CH:30][CH:29]=[CH:28][CH:27]=5)[C:24](=[O:32])[C:23]5=[C:33]([CH3:36])[CH:34]=[CH:35][N:22]5[N:21]=4)[CH3:19])=[N:14][CH:13]=[N:12][C:11]=3[N:10](COCC[Si](C)(C)C)[CH:9]=2)[CH:5]=[CH:6][CH:7]=1.B(Br)(Br)Br.N. No catalyst specified. The product is [F:1][C:2]1[C:3]([OH:45])=[C:4]([C:8]2[C:16]3[C:15]([NH:17][C@H:18]([C:20]4[N:25]([C:26]5[CH:31]=[CH:30][CH:29]=[CH:28][CH:27]=5)[C:24](=[O:32])[C:23]5=[C:33]([CH3:36])[CH:34]=[CH:35][N:22]5[N:21]=4)[CH3:19])=[N:14][CH:13]=[N:12][C:11]=3[NH:10][CH:9]=2)[CH:5]=[CH:6][CH:7]=1. The yield is 0.730.